From a dataset of Human Reference Interactome with 51,813 positive PPI pairs across 8,248 proteins, plus equal number of experimentally-validated negative pairs. Binary Classification. Given two protein amino acid sequences, predict whether they physically interact or not. (1) Protein 1 (ENSG00000116750) has sequence ARGGSGRCVARAMTGNAGEWCLMESDPGVFTELIKGFGCRGAQVEEIWSLEPENFEKLKPVHGLIFLFKWQPGEEPAGSVVQDSRLDTIFFAKQVINNACATQAIVSVLLNCTHQDVHLGETLSEFKEFSQSFDAAMKGLALSNSDVIRQVHNSFARQQMFEFDTKTSAKEEDAFHFVSYVPVNGRLYELDGLREGPIDLGACNQDDWISAVRPVIEKRIQKDGFSPCCPGWSQTPELKPSACLDLPKWYSEGEIRFNLMAIVSDRKMIYEQKIAELQRQLAEEEPMDTDQGNSMLSAIQ.... Protein 2 (ENSG00000170322) has sequence MDSLDHMLTDPLELGPCGDGHGTRIMEDCLLGGTRVSLPEDLLEDPEIFFDVVSLSTWQEVLSDSQREHLQQFLPQFPEDSAEQQNELILALFSGENFRFGNPLHIAQKLFRDGHFNPEVVKYRQLCFKSQYKRYLNSQQQYFHRLLKQILASRSDLLEMARRSGPALPFRQKRPSPSRTPEEREWRTQQRYLKVLREVKEECGDTALSSDEEDLSSWLPSSPARSPSPAVPLRVVPTLSTTDMKTADKVELGDSDLKIMLKKHHEKRKHQPDHPDLLTGDLTLNDIMTRVNAGRKGSLA.... Result: 1 (the proteins interact). (2) Protein 1 (ENSG00000139985) has sequence MAVDGTLVYIRVTLLLLWLGVFLSISGYCQAGPSQHFTSPEVVIPLKVISRGRSAKAPGWLSYSLRFGGQKHVVHMRVKKLLVSRHLPVFTYTDDRALLEDQLFIPDDCYYHGYVEAAPESLVVFSACFGGFRGVLKISGLTYEIEPIRHSATFEHLVYKINSNETQFPAMRCGLTEKEVARQQLEFEEAENSALEPKSAGDWWTHAWFLELVVVVNHDFFIYSQSNISKVQEDVFLVVNIVDSMYKQLGTYIILIGIEIWNQGNVFPMTSIEQVLNDFSQWKQISLSQLQHDAAHMFIK.... Protein 2 (ENSG00000197756) has sequence MAKRTKKVGIVGKYGTRYGASLRKMVKKIEISQHAKYTCSFCGKGEREAFTSLTIRPR*MVKKIEISQHAKYTCSFCGKTKMKRRAVGIWHCGSCMKTVAGGAWTYKDAKMEPNLHELC*MVKKIEISQHAKYTCSFCGKTKMKRRAVGIWHCGSCMKTVAGGAWTYNTTSAVTVKSAIRRLKELKDQ*MVKKIEISQHAKYTCSFCGKTKMKRRAVGIWHCGSCMKTVAGGAWTYKKMSAENGQQREPLMSFDHQEMPKWNQISMNSANGRRGKGR*MAKRTKKVGIVGKYGTRYGASL.... Result: 0 (the proteins do not interact). (3) Protein 1 (ENSG00000102401) has sequence MGYARKVGWVTAGLVIGAGACYCIYRLTRGRKQNKEKMAEGGSGDVDDAGDCSGARYNDWSDDDDDSNESKSIVWYPPWARIGTEAGTRARARARARATRARRAVQKRASPNSDDTVLSPQELQKVLCLVEMSEKPYILEAALIALGNNAAYAFNRDIIRDLGGLPIVAKILNTRDPIVKEKALIVLNNLSVNAENQRRLKVYMNQVCDDTITSRLNSSVQLAGLRLLTNMTVTNEYQHMLANSISDFFRLFSAGNEETKLQVLKLLLNLAENPAMTRELLRAQVPSSLGSLFNKKENKE.... Protein 2 (ENSG00000171729) has sequence MMAQSKANGSHYALTAIGLGMLVLGVIMAMWNLVPGFSAAEKPTAQGSNKTEVGGGILKSKTFSVAYVLVGAGVMLLLLSICLSIRDKRKQRQGEDLAHVQHPTGAGPHAQEEDSQEEEEEDEEAASRYYVPSYEEVMNTNYSEARGEEQNPRLSISLPSYESLTGLDETTPTSTRADVEASPGNPPDRQNSKLAKRLKPLKVRRIKSEKLHLKDFRINLPDKNVPPPSIEPLTPPPQYDEVQEKAPDTRPPD*MMAQSKANGSHYALTAIGLGMLVLGVIMAMWNLVPGFSAAEKPTAQ.... Result: 0 (the proteins do not interact). (4) Protein 1 (ENSG00000170469) has sequence MATPLGWSKAGSGSVCLALDQLRDVIESQEELIHQLRNVMVLQDENFVSKEEFQAVEKKLVEEKAAHAKTKVLLAKEEEKLQFALGEVEVLSKQLEKEKLAFEKALSSVKSKVLQESSKKDQLITKCNEIESHIIKQEDILNGKENEIKELQQVISQQKQIFSPPPAGSVAGITCLTSGSRSSRRATWPRCWTRSIRKPQGHVRPAATSIPGKNKMAAAFLFSGCNPQPLPSLLWESPASSPCYFPPSWIVVGVHKVGACSLGEELGLCCLVGTTASFGYLIPSYINSPGYPVMATPLGW.... Protein 2 (ENSG00000186834) has sequence MAEPFLSEYQHQPQTSNCTGAAAVQEELNPERPPGAEERVPEEDSRWQSRAFPQLGGRPGPEGEGSLESQPPPLQTQACPESSCLREGEKGQNGDDSSAGGDFPPPAEVEPTPEAELLAQPCHDSEASKLGAPAAGGEEEWGQQQRQLGKKKHRRRPSKKKRHWKPYYKLTWEEKKKFDEKQSLRASRIRAEMFAKGQPVAPYNTTQFLMDDHDQEEPDLKTGLYSKRAAAKSDDTSDDDFMEEGGEEDGGSDGMGGDGSEFLQRDFSETYERYHTESLQNMSKQELIKEYLELEKCLSR.... Result: 0 (the proteins do not interact). (5) Protein 1 (ENSG00000196843) has sequence MAAPVKGNRKQSTEGDALDPPASPKPAGKQNGIQNPISLEDSPEAGGEREEEQEREEEQAFLVSLYKFMKERHTPIERVPHLGFKQINLWKIYKAVEKLGAYELVTGRRLWKNVYDELGGSPGSTSAATCTRRHYERLVLPYVRHLKGEDDKPLPTSKPRKQYKMAKENRGDDGATERPKKAKEERRMDQMMPGKTKADAADPAPLPSQEPPRNSTEQQGLASGSSVSFVGASGCPEAYKRLLSSFYCKGTHGIMSPLAKKKLLAQVSKVEALQCQEEGCRHGAEPQASPAVHLPESPQS.... Protein 2 (ENSG00000114796) has sequence MVLILGRRLNREDLGVRDSPATKRKVFEMDPKSLTGHEFFDFSSGSSHAENILQIFNEFRDSRLFTDVIICVEGKEFPCHRAVLSACSSYFRAMFCNDHRESREMLVEINGILAEAMECFLQYVYTGKVKITTENVQYLFETSSLFQISVLRDACAKFLEEQLDPCNCLGIQRFADTHSLKTLFTKCKNFALQTFEDVSQHEEFLELDKDELIDYICSDELVIGKEEMVFEAVMRWVYRAVDLRRPLLHELLTHVRLPLLHPNYFVQTVEVDQLIQNSPECYQLLHEARRYHILGNEMMS.... Result: 0 (the proteins do not interact). (6) Protein 1 (ENSG00000183808) has sequence MAVVIRLLGLPFIAGPVDIRHFFTGLTIPDGGVHIIGGEIGEAFIIFATDEDARRAISRSGGFIKDSSVELFLSSKAEMQKTIEMKRTDRVGRGRPGSGTSGVDSLSNFIESVKEEASNSGYGSSINQDAGFHTNGTGHGNLRPRKTRPLKAENPYLFLRGLPYLVNEDDVRVFFSGLCVDGVIFLKHHDGRNNGDAIVKFASCVDASGGLKCHRSFMGSRFIEVMQGSEQQWIEFGGNAVKEGDVLRRSEEHSPPRGINDRHFRKRSHSKSPRRTRSRSPLGFYVHLKNLSLSIDERDL.... Protein 2 (ENSG00000128617) has sequence MRKMSEEEFYLFKNISSVGPWDGPQYHIAPVWAFYLQAAFMGTVFLIGFPLNAMVLVATLRYKKLRQPLNYILVNVSFGGFLLCIFSVFPVFVASCNGYFVFGRHVCALEGFLGTVAGLVTGWSLAFLAFERYIVICKPFGNFRFSSKHALTVVLATWTIGIGVSIPPFFGWSRFIPEGLQCSCGPDWYTVGTKYRSESYTWFLFIFCFIVPLSLICFSYTQLLRALKAVAAQQQESATTQKAEREVSRMVVVMVGSFCVCYVPYAAFAMYMVNNRNHGLDLRLVTIPSFFSKSACIYNP.... Result: 0 (the proteins do not interact). (7) Protein 1 (ENSG00000163510) has sequence MKSSVAQIKPSSGHDRRENLNSYQRNSSPEDRYEEQERSPRDRDYFDYSRSDYEHSRRGRSYDSSMESRNRDREKRRERERDTDRKRSRKSPSPGRRNPETSVTQSSSAQDEPATKKKKDELDPLLTRTGGAYIPPAKLRMMQEQITDKNSLAYQRMSWEALKKSINGLINKVNISNISIIIQELLQENIVRGRGLLSRSVLQAQSASPIFTHVYAALVAIINSKFPQIGELILKRLILNFRKGYRRNDKQLCLTASKFVAHLINQNVAHEVLCLEMLTLLLERPTDDSVEVAIGFLKEC.... Protein 2 (ENSG00000164683) has sequence MKRAHPEYSSSDSELDETIEVEKESADENGNLSSALGSMSPTTSSQILARKRRRGIIEKRRRDRINNSLSELRRLVPSAFEKQVMEQGSAKLEKAEILQMTVDHLKMLHTAGGKGYFDAHALAMDYRSLGFRECLAEVARYLSIIEGLDASDPLRVRLVSHLNNYASQREAASGAHAGLGHIPWGTVFGHHPHIAHPLLLPQNGHGNAGTTASPTEPHHQGRLGSAHPEAPALRAPPSGSLGPVLPVVTSASKLSPPLLSSVASLSAFPFSFGSFHLLSPNALSPSAPTQAANLGKPYRP.... Result: 0 (the proteins do not interact). (8) Protein 1 (ENSG00000157423) has sequence MESAGGFKLGEKKKLLKMTSRRLEESMGAVQMGLVNMFKGFQSKVLPPLSPKVVTEEEVNRMLTPSEFLKEMSLTTEQRLAKTRLMCRPQIIELLDMGETTHQKFSGIDLDQALFQPFPSEIIFQNYTPCEVYEVPLILRNNDKIPRLVKVVEESSPYFKVISPKDIGHKVAPGVPSIFRILFTPEENKDYAHTLTCVTEREKFIVPIKARGARAILDFPDKLNFSTCPVKYSTQKILLVRNIGNKNAVFHIKTCRPFSIEPAIGTLNVGESMQLEVEFEPQSVGDHSGRLIVCYDTGEK.... Protein 2 (ENSG00000162032) has sequence MARRPRNSRAWHFVLSAARRDADARAVALAGSTNWGYDSDGQHSDSDSDPEYSTLPPSIPSAVPVTGESFCDCAGQSEASFCSSLHSAHRGRDCRCGEEDEYFDWVWDDLNKSSATLLSCDNRKVSFHMEYSCGTAAIRGTKELGEGQHFWEIKMTSPVYGTDMMVGIGTSDVDLDKYRHTFCSLLGRDEDSWGLSYTGLLHHKGDKTSFSSRFGQGSIIGVHLDTWHGTLTFFKNRKCIGVAATKLQNKRFYPMVCSTAARSSMKVTRSCASATSLQYLCCHRLRQLRPDSGDTLEGLP.... Result: 0 (the proteins do not interact). (9) Protein 1 (ENSG00000125870) has sequence MDIRPNHTIYINNMNDKIKKEELKRSLYALFSQFGHVVDIVALKTMKMRGQAFVIFKELGSSTNALRQLQGFPFYGKPMRIQYAKTDSDIISKMRGTFADKEKKKEKKKAKTVEQTATTTNKKPGQGTPNSANTQGNSTPNPQVPDYPPNYILFLNNLPEETNEMMLSMLFNQFPGFKEVRLVPGRHDIAFVEFENDGQAGAARDALQGFKITPSHAMKITYAKK*. Protein 2 (ENSG00000100304) has sequence MEAERGPERRPAERSSPGQTPEEGAQALAEFAALHGPALRASGVPERYWGRLLHKLEHEVFDAGEVFGIMQVEEVEEEEDEAAREVRKQQPNPGNELCYKVIVTRESGLQAAHPNSIFLIDHAWTCRVEHARQQLQQVPGLLHRMANLMGIEFHGELPSTEAVALVLEEMWKFNQTYQLAHGTAEEKMPVWYIMDEFGSRIQHADVPSFATAPFFYMPQQVAYTLLWPLRDLDTGEEVTRDFAYGETDPLIRKCMLLPWAPTDMLDLSSCTPEPPAEHYQAILEENKEKLPLDINPVVHP.... Result: 0 (the proteins do not interact). (10) Protein 1 (ENSG00000109680) has sequence MLQEESDLSLIIAQIVQKLKGSNLYSQLERQAWASLQRPEIKLESLKEDIKEFFKISGWEKKLQNAVYSELSVFPLPSHPAAPPEHLKEPLVYMRKAQGSWEKRILKSLNSMCTELSIPLARKRPVGEQKELLNKWNEMGTDEPDLSLFRPVYAPKDFLEVLINLRNPNYENGDSLSFRTHLGLIQVPLKVKDIPELKECFVELGLNIGQLGIDDSTQVPPELFENEHVRIGQKVLAEQDSAAAQQYIRQGSPTALRAELWALILNISSQPEDVLYYEQLKTNVIQHDLLVDSLIYKDVK.... Result: 0 (the proteins do not interact). Protein 2 (ENSG00000176490) has sequence MPEQSNDYRVVVFGAGGVGKSSLVLRFVKGTFRDTYIPTIEDTYRQVISCDKSVCTLQITDTTGSHQFPAMQRLSISKGHAFILVFSVTSKQSLEELGPIYKLIVQIKGSVEDIPVMLVGNKCDETQREVDTREAQAVAQEWKCAFMETSAKMNYNVKELFQELLTLETRRNMSLNIDGKRSGKQKRTDRVKGKCTLM*MPEQSNDYRVVVFGAGGVGKSSLVLRFVKGTFRDTYIPTIEDTYRQVISCDKSVCTLQITDTTGSHQFPAMQRLSISKGHAFILVFSVTSKQSLEELGPIY....